This data is from Full USPTO retrosynthesis dataset with 1.9M reactions from patents (1976-2016). The task is: Predict the reactants needed to synthesize the given product. (1) Given the product [CH:11]([O:14][C:15]([N:17]1[C:26]2[C:21](=[CH:22][C:23]([C:27]([F:30])([F:29])[F:28])=[CH:24][CH:25]=2)[C@@H:20]([N:31]([CH2:37][C:38]2[CH:43]=[C:42]([C:44]([F:45])([F:46])[F:47])[CH:41]=[C:40]([C:48]([F:49])([F:50])[F:51])[CH:39]=2)[C:32]2[N:33]=[N:34][N:35]([CH2:8][C:9]#[N:10])[N:36]=2)[CH2:19][C@H:18]1[CH2:52][CH3:53])=[O:16])([CH3:13])[CH3:12], predict the reactants needed to synthesize it. The reactants are: C(=O)([O-])[O-].[K+].[K+].Br[CH2:8][C:9]#[N:10].[CH:11]([O:14][C:15]([N:17]1[C:26]2[C:21](=[CH:22][C:23]([C:27]([F:30])([F:29])[F:28])=[CH:24][CH:25]=2)[C@@H:20]([N:31]([CH2:37][C:38]2[CH:43]=[C:42]([C:44]([F:47])([F:46])[F:45])[CH:41]=[C:40]([C:48]([F:51])([F:50])[F:49])[CH:39]=2)[C:32]2[NH:36][N:35]=[N:34][N:33]=2)[CH2:19][C@H:18]1[CH2:52][CH3:53])=[O:16])([CH3:13])[CH3:12].O. (2) Given the product [NH2:12][C:11]1[C:10]([N+:13]([O-:15])=[O:14])=[CH:9][C:4]([C:5]([O:7][CH3:8])=[O:6])=[CH:3][C:2]=1[NH:1][CH2:22][CH3:23], predict the reactants needed to synthesize it. The reactants are: [NH2:1][C:2]1[CH:3]=[C:4]([CH:9]=[C:10]([N+:13]([O-:15])=[O:14])[C:11]=1[NH2:12])[C:5]([O:7][CH3:8])=[O:6].C([O-])([O-])=O.[K+].[K+].[CH2:22](I)[CH3:23].